Dataset: Merck oncology drug combination screen with 23,052 pairs across 39 cell lines. Task: Regression. Given two drug SMILES strings and cell line genomic features, predict the synergy score measuring deviation from expected non-interaction effect. (1) Drug 1: O=C(O)C1(Cc2cccc(Nc3nccs3)n2)CCC(Oc2cccc(Cl)c2F)CC1. Drug 2: CCc1c2c(nc3ccc(O)cc13)-c1cc3c(c(=O)n1C2)COC(=O)C3(O)CC. Cell line: OVCAR3. Synergy scores: synergy=3.34. (2) Drug 1: COC12C(COC(N)=O)C3=C(C(=O)C(C)=C(N)C3=O)N1CC1NC12. Drug 2: O=C(O)C1(Cc2cccc(Nc3nccs3)n2)CCC(Oc2cccc(Cl)c2F)CC1. Cell line: SW620. Synergy scores: synergy=-0.0586. (3) Drug 1: O=P1(N(CCCl)CCCl)NCCCO1. Drug 2: O=C(NOCC(O)CO)c1ccc(F)c(F)c1Nc1ccc(I)cc1F. Cell line: HT144. Synergy scores: synergy=-7.78. (4) Synergy scores: synergy=21.4. Drug 1: O=c1[nH]cc(F)c(=O)[nH]1. Cell line: DLD1. Drug 2: Cc1nc(Nc2ncc(C(=O)Nc3c(C)cccc3Cl)s2)cc(N2CCN(CCO)CC2)n1. (5) Drug 1: COC1CC2CCC(C)C(O)(O2)C(=O)C(=O)N2CCCCC2C(=O)OC(C(C)CC2CCC(OP(C)(C)=O)C(OC)C2)CC(=O)C(C)C=C(C)C(O)C(OC)C(=O)C(C)CC(C)C=CC=CC=C1C. Drug 2: COC1=C2CC(C)CC(OC)C(O)C(C)C=C(C)C(OC(N)=O)C(OC)C=CC=C(C)C(=O)NC(=CC1=O)C2=O. Cell line: RKO. Synergy scores: synergy=23.0.